Dataset: Full USPTO retrosynthesis dataset with 1.9M reactions from patents (1976-2016). Task: Predict the reactants needed to synthesize the given product. (1) Given the product [CH3:21][O:20][C:3]1[C:4]([CH:14]([OH:19])[C:15]([F:18])([F:16])[F:17])=[CH:5][C:6]([N:8]2[CH2:13][CH2:12][O:11][CH2:10][CH2:9]2)=[CH:7][C:2]=1[NH:1][C:23](=[O:24])[O:25][CH2:26][C:27]([Cl:30])([Cl:29])[Cl:28], predict the reactants needed to synthesize it. The reactants are: [NH2:1][C:2]1[C:3]([O:20][CH3:21])=[C:4]([CH:14]([OH:19])[C:15]([F:18])([F:17])[F:16])[CH:5]=[C:6]([N:8]2[CH2:13][CH2:12][O:11][CH2:10][CH2:9]2)[CH:7]=1.Cl[C:23]([O:25][CH2:26][C:27]([Cl:30])([Cl:29])[Cl:28])=[O:24].C(N(CC)C(C)C)(C)C.O. (2) Given the product [OH:1][C@:2]([C:32]1[CH:36]=[C:35]([CH3:37])[O:34][N:33]=1)([CH3:31])[C:3]#[C:4][C:5]1[CH:6]=[CH:7][C:8]2[O:14][CH2:13][CH2:12][N:11]3[C:15]([C:21]([NH:23][CH2:24][CH:40]4[CH2:41][CH2:42][O:43][CH2:44][CH2:45]4)=[O:22])=[C:16]([C:18]([NH2:20])=[O:19])[N:17]=[C:10]3[C:9]=2[CH:30]=1, predict the reactants needed to synthesize it. The reactants are: [OH:1][C@:2]([C:32]1[CH:36]=[C:35]([CH3:37])[O:34][N:33]=1)([CH3:31])[C:3]#[C:4][C:5]1[CH:6]=[CH:7][C:8]2[O:14][CH2:13][CH2:12][N:11]3[C:15]([C:21]([NH:23][CH:24]4CCOCC4)=[O:22])=[C:16]([C:18]([NH2:20])=[O:19])[N:17]=[C:10]3[C:9]=2[CH:30]=1.CN[CH:40]1[CH2:45][CH2:44][O:43][CH2:42][CH2:41]1. (3) Given the product [CH3:16][O:15][C:14]1[C:8]2[N:7]=[N:6][C:5]3=[C:4]([CH3:21])[N:3]=[C:2]([C:23]4[S:22][CH:26]=[CH:25][CH:24]=4)[N:10]3[C:9]=2[CH:11]=[C:12]([C:17]([F:20])([F:19])[F:18])[CH:13]=1, predict the reactants needed to synthesize it. The reactants are: Br[C:2]1[N:10]2[C:5]([N:6]=[N:7][C:8]3[C:14]([O:15][CH3:16])=[CH:13][C:12]([C:17]([F:20])([F:19])[F:18])=[CH:11][C:9]=32)=[C:4]([CH3:21])[N:3]=1.[S:22]1[CH:26]=[CH:25][CH:24]=[C:23]1B(O)O.C(=O)([O-])[O-].[Na+].[Na+].